This data is from Reaction yield outcomes from USPTO patents with 853,638 reactions. The task is: Predict the reaction yield, written as a fraction of the theoretical maximum amount of product (1.0 means a 100% yield; for example, 0.34 means a 34% yield). (1) The reactants are [BH4-].[Na+].[CH3:3][O:4][C:5]([C:7]1([C:10]2[CH:11]=[C:12]3[C:17](=[CH:18][CH:19]=2)[O:16][CH2:15][CH2:14][C:13]3=O)[CH2:9][CH2:8]1)=[O:6]. The catalyst is FC(F)(F)C(O)=O. The product is [CH3:3][O:4][C:5]([C:7]1([C:10]2[CH:11]=[C:12]3[C:17](=[CH:18][CH:19]=2)[O:16][CH2:15][CH2:14][CH2:13]3)[CH2:8][CH2:9]1)=[O:6]. The yield is 0.920. (2) The reactants are [C:1]([O:5][C:6]([N:8]([CH2:25][C@H:26]1[CH2:35][CH2:34][C:33]2[C:28](=[CH:29][CH:30]=[C:31]([C:36]([O:38]CC)=[O:37])[CH:32]=2)[O:27]1)[CH2:9][C@@H:10]([C:12]1[CH:13]=[N:14][C:15]([N:18]2[C:22]([CH3:23])=[CH:21][CH:20]=[C:19]2[CH3:24])=[CH:16][CH:17]=1)[OH:11])=[O:7])([CH3:4])([CH3:3])[CH3:2].[OH-].[Na+]. The catalyst is CCO. The product is [C:1]([O:5][C:6]([N:8]([CH2:25][C@H:26]1[CH2:35][CH2:34][C:33]2[C:28](=[CH:29][CH:30]=[C:31]([C:36]([OH:38])=[O:37])[CH:32]=2)[O:27]1)[CH2:9][C@@H:10]([C:12]1[CH:13]=[N:14][C:15]([N:18]2[C:22]([CH3:23])=[CH:21][CH:20]=[C:19]2[CH3:24])=[CH:16][CH:17]=1)[OH:11])=[O:7])([CH3:4])([CH3:2])[CH3:3]. The yield is 0.720. (3) The reactants are [F:1][C:2]([F:15])([F:14])[S:3]([O:6]S(C(F)(F)F)(=O)=O)(=[O:5])=[O:4].[Cl:16][C:17]1[CH:18]=[C:19](O)[CH:20]=[N:21][CH:22]=1.C(N(CC)CC)C.CCCCCC. The catalyst is C(Cl)Cl.C(OCC)(=O)C. The product is [F:1][C:2]([F:15])([F:14])[S:3]([O:6][C:19]1[CH:20]=[N:21][CH:22]=[C:17]([Cl:16])[CH:18]=1)(=[O:5])=[O:4]. The yield is 0.590. (4) The reactants are [Cl:1][C:2]1[CH:3]=[C:4]([S:20]([N:23](CC2C=CC(OC)=CC=2OC)[C:24]2[CH:29]=[CH:28][N:27]=[CH:26][N:25]=2)(=[O:22])=[O:21])[CH:5]=[CH:6][C:7]=1[O:8][C@H:9]1[CH2:13][CH2:12][CH2:11][C@@H:10]1[C:14]1[N:18]([CH3:19])[N:17]=[CH:16][CH:15]=1.C([SiH](CC)CC)C.FC(F)(F)C(O)=O. The catalyst is ClCCl. The product is [Cl:1][C:2]1[CH:3]=[C:4]([S:20]([NH:23][C:24]2[CH:29]=[CH:28][N:27]=[CH:26][N:25]=2)(=[O:21])=[O:22])[CH:5]=[CH:6][C:7]=1[O:8][C@H:9]1[CH2:13][CH2:12][CH2:11][C@@H:10]1[C:14]1[N:18]([CH3:19])[N:17]=[CH:16][CH:15]=1. The yield is 0.540. (5) The reactants are [Cl:1][C:2]1[C:15]([O:16][CH3:17])=[C:14]([O:18][CH3:19])[CH:13]=[CH:12][C:3]=1[CH2:4][CH2:5][NH:6][C:7](=O)[O:8]CC.C[Si](C)(C)O[Si](C)(C)C.P(Cl)(Cl)(Cl)=O.O=P12OP3(OP(OP(O3)(O1)=O)(=O)O2)=O. The catalyst is ClCCl. The product is [Cl:1][C:2]1[C:15]([O:16][CH3:17])=[C:14]([O:18][CH3:19])[CH:13]=[C:12]2[C:3]=1[CH2:4][CH2:5][NH:6][C:7]2=[O:8]. The yield is 0.202. (6) The reactants are Cl[CH2:2][CH2:3][CH2:4][S:5]([C:8]1[CH:17]=[CH:16][C:11]2[N:12]=[C:13]([NH2:15])[S:14][C:10]=2[CH:9]=1)(=[O:7])=[O:6].[I-:18].[Na+]. The catalyst is CC(C)=O. The product is [I:18][CH2:2][CH2:3][CH2:4][S:5]([C:8]1[CH:17]=[CH:16][C:11]2[N:12]=[C:13]([NH2:15])[S:14][C:10]=2[CH:9]=1)(=[O:7])=[O:6]. The yield is 0.900.